This data is from NCI-60 drug combinations with 297,098 pairs across 59 cell lines. The task is: Regression. Given two drug SMILES strings and cell line genomic features, predict the synergy score measuring deviation from expected non-interaction effect. (1) Drug 1: C1CCC(CC1)NC(=O)N(CCCl)N=O. Drug 2: CN(C(=O)NC(C=O)C(C(C(CO)O)O)O)N=O. Cell line: SNB-19. Synergy scores: CSS=38.4, Synergy_ZIP=-3.30, Synergy_Bliss=-1.51, Synergy_Loewe=-0.0741, Synergy_HSA=-0.397. (2) Drug 1: CC1=C2C(C(=O)C3(C(CC4C(C3C(C(C2(C)C)(CC1OC(=O)C(C(C5=CC=CC=C5)NC(=O)C6=CC=CC=C6)O)O)OC(=O)C7=CC=CC=C7)(CO4)OC(=O)C)O)C)OC(=O)C. Drug 2: CC(C)CN1C=NC2=C1C3=CC=CC=C3N=C2N. Cell line: UACC62. Synergy scores: CSS=5.24, Synergy_ZIP=-0.400, Synergy_Bliss=-0.947, Synergy_Loewe=-10.3, Synergy_HSA=-1.58. (3) Drug 1: CCC1=CC2CC(C3=C(CN(C2)C1)C4=CC=CC=C4N3)(C5=C(C=C6C(=C5)C78CCN9C7C(C=CC9)(C(C(C8N6C)(C(=O)OC)O)OC(=O)C)CC)OC)C(=O)OC.C(C(C(=O)O)O)(C(=O)O)O. Drug 2: C1C(C(OC1N2C=NC3=C2NC=NCC3O)CO)O. Cell line: KM12. Synergy scores: CSS=46.3, Synergy_ZIP=-1.67, Synergy_Bliss=-1.40, Synergy_Loewe=-45.9, Synergy_HSA=1.25. (4) Drug 1: CNC(=O)C1=CC=CC=C1SC2=CC3=C(C=C2)C(=NN3)C=CC4=CC=CC=N4. Drug 2: CC12CCC3C(C1CCC2O)C(CC4=C3C=CC(=C4)O)CCCCCCCCCS(=O)CCCC(C(F)(F)F)(F)F. Cell line: KM12. Synergy scores: CSS=9.43, Synergy_ZIP=-6.59, Synergy_Bliss=-3.99, Synergy_Loewe=-4.10, Synergy_HSA=-2.59.